The task is: Predict the product of the given reaction.. This data is from Forward reaction prediction with 1.9M reactions from USPTO patents (1976-2016). Given the reactants CCN(C(C)C)C(C)C.[C:10]1([N:16]2[C:20]([C:21]([F:24])([F:23])[F:22])=[C:19]([C:25]([OH:27])=O)[CH:18]=[N:17]2)[CH:15]=[CH:14][CH:13]=[CH:12][CH:11]=1.C1C=CC2N(O)N=NC=2C=1.CCN=C=NCCCN(C)C.Cl.[NH2:50][CH2:51][C:52]([N:54]1[CH2:59][CH2:58][N:57]([C:60](=[O:72])[C:61]2[CH:66]=[C:65]([F:67])[CH:64]=[CH:63][C:62]=2[C:68]([F:71])([F:70])[F:69])[CH2:56][CH2:55]1)=[O:53], predict the reaction product. The product is: [F:67][C:65]1[CH:64]=[CH:63][C:62]([C:68]([F:70])([F:69])[F:71])=[C:61]([CH:66]=1)[C:60]([N:57]1[CH2:58][CH2:59][N:54]([C:52](=[O:53])[CH2:51][NH:50][C:25]([C:19]2[CH:18]=[N:17][N:16]([C:10]3[CH:11]=[CH:12][CH:13]=[CH:14][CH:15]=3)[C:20]=2[C:21]([F:22])([F:23])[F:24])=[O:27])[CH2:55][CH2:56]1)=[O:72].